Dataset: NCI-60 drug combinations with 297,098 pairs across 59 cell lines. Task: Regression. Given two drug SMILES strings and cell line genomic features, predict the synergy score measuring deviation from expected non-interaction effect. (1) Drug 1: CS(=O)(=O)OCCCCOS(=O)(=O)C. Drug 2: CCC1(C2=C(COC1=O)C(=O)N3CC4=CC5=C(C=CC(=C5CN(C)C)O)N=C4C3=C2)O.Cl. Cell line: SK-OV-3. Synergy scores: CSS=24.8, Synergy_ZIP=1.91, Synergy_Bliss=6.83, Synergy_Loewe=-16.8, Synergy_HSA=3.67. (2) Drug 1: CCN(CC)CCCC(C)NC1=C2C=C(C=CC2=NC3=C1C=CC(=C3)Cl)OC. Drug 2: CC1CCCC2(C(O2)CC(NC(=O)CC(C(C(=O)C(C1O)C)(C)C)O)C(=CC3=CSC(=N3)C)C)C. Cell line: HCC-2998. Synergy scores: CSS=63.8, Synergy_ZIP=-2.49, Synergy_Bliss=-5.99, Synergy_Loewe=-3.33, Synergy_HSA=-0.336.